From a dataset of Forward reaction prediction with 1.9M reactions from USPTO patents (1976-2016). Predict the product of the given reaction. (1) Given the reactants [Cl:1][C:2]1[C:9]([CH3:10])=[C:8]([N:11]2[C:15](=[O:16])[C@@H:14]3[C@H:17]([OH:20])[CH2:18][CH2:19][N:13]3[C:12]2=[O:21])[CH:7]=[CH:6][C:3]=1[C:4]#[N:5].[CH3:22]N1C(=O)N(C)CCC1.[Li+].CC([N-]C(C)C)C.IC, predict the reaction product. The product is: [Cl:1][C:2]1[C:9]([CH3:10])=[C:8]([N:11]2[C:15](=[O:16])[C@:14]3([CH3:22])[C@H:17]([OH:20])[CH2:18][CH2:19][N:13]3[C:12]2=[O:21])[CH:7]=[CH:6][C:3]=1[C:4]#[N:5]. (2) The product is: [CH:9]1[C:8]([C:50]([C:51]2[CH:14]=[CH:15][C:16]([C:17]([OH:25])=[O:18])=[C:47]([C:48]([OH:49])=[O:58])[CH:52]=2)=[O:57])=[CH:7][C:6]([C:5]([OH:4])=[O:11])=[C:2]([C:3]([OH:12])=[O:31])[CH:10]=1. Given the reactants C[C:2]12[CH2:10][CH2:9][CH2:8][CH2:7][CH:6]1[C:5](=[O:11])[O:4][C:3]2=[O:12].C[C:14]1[CH:15]2CC(C=1)C1[CH:16]2[C:17](=[O:25])[O:18]C1=O.CC1CC2C(CC=1)C(=O)[O:31]C2=O.CC1C(=O)OC(=O)C=1.F[C:47]1(F)[C:52](F)(F)[C:51](F)(F)[C:50](=[O:57])[O:49][C:48]1=[O:58].CC1(C)CC(=O)OC1=O, predict the reaction product. (3) Given the reactants O=[C:2]1[CH2:7][CH2:6][CH2:5][N:4]([C:8]([O:10][C:11]([CH3:14])([CH3:13])[CH3:12])=[O:9])[CH2:3]1.[NH2:15][C:16]1[CH:21]=[CH:20][C:19]([C:22]2[C:23]([NH2:27])=[N:24][O:25][N:26]=2)=[CH:18][CH:17]=1, predict the reaction product. The product is: [NH2:27][C:23]1[C:22]([C:19]2[CH:20]=[CH:21][C:16]([NH:15][CH:2]3[CH2:7][CH2:6][CH2:5][N:4]([C:8]([O:10][C:11]([CH3:14])([CH3:13])[CH3:12])=[O:9])[CH2:3]3)=[CH:17][CH:18]=2)=[N:26][O:25][N:24]=1.